From a dataset of Forward reaction prediction with 1.9M reactions from USPTO patents (1976-2016). Predict the product of the given reaction. Given the reactants [Cl:1][C:2]1[CH:3]=[C:4]2[C:8](=[C:9]([N+:11]([O-:13])=[O:12])[CH:10]=1)[NH:7][C:6]([C:14]1[CH:19]=[CH:18][CH:17]=[CH:16][CH:15]=1)=[C:5]2[CH:20]=O.C(O)(=O)C.[O:26]=[C:27]1[CH2:32][NH:31][CH2:30][CH2:29][NH:28]1.C(O[BH-](OC(=O)C)OC(=O)C)(=O)C.[Na+], predict the reaction product. The product is: [Cl:1][C:2]1[CH:3]=[C:4]2[C:8](=[C:9]([N+:11]([O-:13])=[O:12])[CH:10]=1)[NH:7][C:6]([C:14]1[CH:19]=[CH:18][CH:17]=[CH:16][CH:15]=1)=[C:5]2[CH2:20][N:31]1[CH2:30][CH2:29][NH:28][C:27](=[O:26])[CH2:32]1.